This data is from Forward reaction prediction with 1.9M reactions from USPTO patents (1976-2016). The task is: Predict the product of the given reaction. (1) Given the reactants [C:1]([C:5]1[CH:9]=[C:8]([NH:10][C:11]2[CH:19]=[CH:18][C:17]([O:20][CH3:21])=[CH:16][C:12]=2[C:13]([OH:15])=[O:14])[N:7]([C:22]2[CH:27]=[CH:26][CH:25]=[CH:24][C:23]=2[CH3:28])[N:6]=1)([CH3:4])([CH3:3])[CH3:2].[F:29][B-](F)(F)F.F[B-](F)(F)F.ClC[N+]12CC[N+](F)(CC1)CC2, predict the reaction product. The product is: [C:1]([C:5]1[C:9]([F:29])=[C:8]([NH:10][C:11]2[CH:19]=[CH:18][C:17]([O:20][CH3:21])=[CH:16][C:12]=2[C:13]([OH:15])=[O:14])[N:7]([C:22]2[CH:27]=[CH:26][CH:25]=[CH:24][C:23]=2[CH3:28])[N:6]=1)([CH3:4])([CH3:3])[CH3:2]. (2) Given the reactants Cl[C:2]1[CH:9]=[CH:8][C:5]([C:6]#[N:7])=[CH:4][CH:3]=1.[CH3:10][NH:11][C:12]1[CH:17]=[CH:16][CH:15]=[CH:14][CH:13]=1.CC(C)([O-])C.[Na+], predict the reaction product. The product is: [C:6]([C:5]1[CH:8]=[CH:9][C:2]([N:11]([CH3:10])[C:12]2[CH:17]=[CH:16][CH:15]=[CH:14][CH:13]=2)=[CH:3][CH:4]=1)#[N:7]. (3) The product is: [OH:31][C:32]1[CH:37]=[CH:36][C:35]([CH3:41])=[C:34]([C:2]2[C:11]3[C:6](=[CH:7][C:8]([S:12]([N:15]([CH2:22][C:23]4[CH:28]=[CH:27][C:26]([O:29][CH3:30])=[CH:25][CH:24]=4)[C:16]4[CH:21]=[CH:20][N:19]=[CH:18][N:17]=4)(=[O:14])=[O:13])=[CH:9][CH:10]=3)[CH:5]=[CH:4][N:3]=2)[CH:33]=1. Given the reactants Cl[C:2]1[C:11]2[C:6](=[CH:7][C:8]([S:12]([N:15]([CH2:22][C:23]3[CH:28]=[CH:27][C:26]([O:29][CH3:30])=[CH:25][CH:24]=3)[C:16]3[CH:21]=[CH:20][N:19]=[CH:18][N:17]=3)(=[O:14])=[O:13])=[CH:9][CH:10]=2)[CH:5]=[CH:4][N:3]=1.[OH:31][C:32]1[CH:33]=[CH:34][C:35]([CH3:41])=[C:36](B(O)O)[CH:37]=1.C(=O)([O-])[O-].[K+].[K+], predict the reaction product.